Dataset: Reaction yield outcomes from USPTO patents with 853,638 reactions. Task: Predict the reaction yield, written as a fraction of the theoretical maximum amount of product (1.0 means a 100% yield; for example, 0.34 means a 34% yield). (1) The reactants are [CH3:1][O:2][C:3]([C:5]1[N:9]([CH3:10])[C:8](Br)=[N:7][CH:6]=1)=[O:4].[C:12]1(B(O)O)[CH:17]=[CH:16][CH:15]=[CH:14][CH:13]=1.C([O-])([O-])=O.[K+].[K+]. The catalyst is C1(C)C=CC=CC=1.CCO.C1C=CC(P(C2C=CC=CC=2)[C-]2C=CC=C2)=CC=1.C1C=CC(P(C2C=CC=CC=2)[C-]2C=CC=C2)=CC=1.Cl[Pd]Cl.[Fe+2]. The product is [CH3:10][N:9]1[C:5]([C:3]([O:2][CH3:1])=[O:4])=[CH:6][N:7]=[C:8]1[C:12]1[CH:17]=[CH:16][CH:15]=[CH:14][CH:13]=1. The yield is 0.810. (2) The reactants are [B:1]([C:4]1[CH:12]=[CH:11][C:7]([C:8]([OH:10])=O)=[C:6]([F:13])[CH:5]=1)([OH:3])[OH:2].[NH:14]1[CH2:19][CH2:18][O:17][CH2:16][CH2:15]1.F[P-](F)(F)(F)(F)F.N1(OC(N(C)C)=[N+](C)C)C2N=CC=CC=2N=N1. The catalyst is CN(C=O)C. The product is [F:13][C:6]1[CH:5]=[C:4]([B:1]([OH:2])[OH:3])[CH:12]=[CH:11][C:7]=1[C:8]([N:14]1[CH2:19][CH2:18][O:17][CH2:16][CH2:15]1)=[O:10]. The yield is 0.900. (3) The reactants are [Cl-].[Cl-].[Cl-].[Al+3].ClCCl.Cl[C:9]([CH3:17])([CH2:11][CH2:12][C:13](Cl)([CH3:15])[CH3:14])[CH3:10].[C:18]1([OH:24])[CH:23]=[CH:22][CH:21]=[CH:20][CH:19]=1. The catalyst is [Cl-].[Cl-].C. The product is [CH3:10][C:9]1([CH3:17])[CH2:11][CH2:12][C:13]([CH3:15])([CH3:14])[C:22]2[CH:23]=[C:18]([OH:24])[CH:19]=[CH:20][C:21]1=2. The yield is 0.840. (4) The reactants are [CH3:1][O:2][C:3]1[CH:4]=[C:5]([CH:16]=[CH:17][C:18]=1[O:19][CH2:20][C:21]1[N:22]=[C:23]([C:27]2[CH:32]=[CH:31][CH:30]=[CH:29][CH:28]=2)[O:24][C:25]=1[CH3:26])[CH2:6][O:7][C:8]1[C:12]([CH2:13][OH:14])=[CH:11][N:10]([CH3:15])[N:9]=1. The catalyst is [O-2].[O-2].[Mn+4].O1CCCC1. The product is [CH3:1][O:2][C:3]1[CH:4]=[C:5]([CH:16]=[CH:17][C:18]=1[O:19][CH2:20][C:21]1[N:22]=[C:23]([C:27]2[CH:28]=[CH:29][CH:30]=[CH:31][CH:32]=2)[O:24][C:25]=1[CH3:26])[CH2:6][O:7][C:8]1[C:12]([CH:13]=[O:14])=[CH:11][N:10]([CH3:15])[N:9]=1. The yield is 0.960. (5) The reactants are [OH:1][CH2:2][C:3]1[N:4]=[C:5]([C:13]2[CH:18]=[CH:17][C:16]([C:19]([F:22])([F:21])[F:20])=[CH:15][CH:14]=2)[S:6][C:7]=1[C:8]([O:10][CH2:11][CH3:12])=[O:9].[O:23]1[CH:28]=[CH:27][CH2:26][CH2:25][CH2:24]1.C1(C)C=CC(S([O-])(=O)=O)=CC=1.[NH+]1C=CC=CC=1. The catalyst is C(Cl)Cl. The product is [O:23]1[CH2:28][CH2:27][CH2:26][CH2:25][CH:24]1[O:1][CH2:2][C:3]1[N:4]=[C:5]([C:13]2[CH:18]=[CH:17][C:16]([C:19]([F:22])([F:21])[F:20])=[CH:15][CH:14]=2)[S:6][C:7]=1[C:8]([O:10][CH2:11][CH3:12])=[O:9]. The yield is 0.640.